This data is from Full USPTO retrosynthesis dataset with 1.9M reactions from patents (1976-2016). The task is: Predict the reactants needed to synthesize the given product. (1) Given the product [SH:4][CH2:5][CH2:6][N:7]([CH2:22][CH2:23][C:24]1[CH:25]=[CH:26][CH:27]=[CH:28][CH:29]=1)[C:8](=[O:21])[NH:9][C@@H:10]([CH2:14][C:15]1[CH:16]=[CH:17][CH:18]=[CH:19][CH:20]=1)[C:11]([OH:13])=[O:12], predict the reactants needed to synthesize it. The reactants are: C([S:4][CH2:5][CH2:6][N:7]([CH2:22][CH2:23][C:24]1[CH:29]=[CH:28][CH:27]=[CH:26][CH:25]=1)[C:8](=[O:21])[NH:9][C@@H:10]([CH2:14][C:15]1[CH:20]=[CH:19][CH:18]=[CH:17][CH:16]=1)[C:11]([OH:13])=[O:12])(=O)C.O.C(OCC)(=O)C. (2) The reactants are: C([Li])CCC.[CH3:6][N:7]1[CH:11]=[CH:10][N:9]=[N:8]1.[CH3:12][C:13]1[C:18]([CH:19]=[O:20])=[CH:17][CH:16]=[C:15]([CH3:21])[N:14]=1. Given the product [CH3:12][C:13]1[C:18]([CH:19]([C:11]2[N:7]([CH3:6])[N:8]=[N:9][CH:10]=2)[OH:20])=[CH:17][CH:16]=[C:15]([CH3:21])[N:14]=1, predict the reactants needed to synthesize it. (3) Given the product [F:8][C:4]1[CH:5]=[CH:6][CH:7]=[C:2]([F:1])[C:3]=1[CH2:9][N:10]1[CH:14]=[C:13]([N:15]2[CH2:16][CH2:17][O:18][C:27]2=[O:29])[N:12]=[N:11]1.[C:30](=[O:36])([OH:29])[NH2:21], predict the reactants needed to synthesize it. The reactants are: [F:1][C:2]1[CH:7]=[CH:6][CH:5]=[C:4]([F:8])[C:3]=1[CH2:9][N:10]1[CH:14]=[C:13]([NH:15][CH2:16][CH2:17][OH:18])[N:12]=[N:11]1.C([N:21](CC)CC)C.Cl[C:27](Cl)([O:29][C:30](=[O:36])OC(Cl)(Cl)Cl)Cl. (4) Given the product [CH2:16]([O:15][CH2:14][CH:10]([CH2:9][O:8][CH2:1][C:2]1[CH:3]=[CH:4][CH:5]=[CH:6][CH:7]=1)[CH2:11][CH2:12][NH2:13])[C:17]1[CH:18]=[CH:19][CH:20]=[CH:21][CH:22]=1, predict the reactants needed to synthesize it. The reactants are: [CH2:1]([O:8][CH2:9][CH:10]([CH2:14][O:15][CH2:16][C:17]1[CH:22]=[CH:21][CH:20]=[CH:19][CH:18]=1)[CH2:11][C:12]#[N:13])[C:2]1[CH:7]=[CH:6][CH:5]=[CH:4][CH:3]=1.[H][H]. (5) Given the product [Br:19][CH2:20][CH2:21][CH2:22][CH2:23][O:1][C:2]1[CH:3]=[CH:4][C:5]2[O:10][CH2:9][C:8](=[O:11])[NH:7][C:6]=2[CH:12]=1, predict the reactants needed to synthesize it. The reactants are: [OH:1][C:2]1[CH:3]=[CH:4][C:5]2[O:10][CH2:9][C:8](=[O:11])[NH:7][C:6]=2[CH:12]=1.C(=O)([O-])[O-].[K+].[K+].[Br:19][CH2:20][CH2:21][CH2:22][CH2:23]Br. (6) Given the product [F:22][C:21]([F:24])([F:23])[C:18]1[CH:19]=[CH:20][C:14]2[O:13][C:12]([C:4]3[CH:3]=[C:2]([N:1]4[C:34](=[O:35])[C:28]5[C:27](=[CH:26][CH:25]=[C:30]([C:31]([OH:33])=[O:32])[CH:29]=5)[C:37]4=[O:36])[CH:7]=[CH:6][C:5]=3[NH:8][CH2:9][CH2:10][CH3:11])=[N:16][C:15]=2[CH:17]=1, predict the reactants needed to synthesize it. The reactants are: [NH2:1][C:2]1[CH:3]=[C:4]([C:12]2[O:13][C:14]3[CH:20]=[CH:19][C:18]([C:21]([F:24])([F:23])[F:22])=[CH:17][C:15]=3[N:16]=2)[C:5]([NH:8][CH2:9][CH2:10][CH3:11])=[CH:6][CH:7]=1.[CH:25]1[C:30]([C:31]([OH:33])=[O:32])=[CH:29][C:28]2[C:34]([O:36][C:37](=O)[C:27]=2[CH:26]=1)=[O:35]. (7) Given the product [CH2:1]([O:8][C:9]1[CH:10]=[C:11]([CH:15]=[CH:16][CH:17]=1)[C:12]([NH:54][C:53]1[CH:55]=[C:56]([CH3:59])[CH:57]=[CH:58][C:52]=1[F:51])=[O:14])[C:2]1[CH:3]=[CH:4][CH:5]=[CH:6][CH:7]=1, predict the reactants needed to synthesize it. The reactants are: [CH2:1]([O:8][C:9]1[CH:10]=[C:11]([CH:15]=[CH:16][CH:17]=1)[C:12]([OH:14])=O)[C:2]1[CH:7]=[CH:6][CH:5]=[CH:4][CH:3]=1.CN(C(ON1N=NC2C=CC=NC1=2)=[N+](C)C)C.F[P-](F)(F)(F)(F)F.CCN(C(C)C)C(C)C.[F:51][C:52]1[CH:58]=[CH:57][C:56]([CH3:59])=[CH:55][C:53]=1[NH2:54]. (8) Given the product [ClH:25].[CH3:47][O:48][C:32]1[CH:27]=[CH:28][C:29]([CH2:30][NH:35][C:9](=[O:11])[C:8]2[CH:12]=[C:13]([C:16]3[CH:17]=[N:18][CH:19]=[C:20]([CH3:22])[CH:21]=3)[CH:14]=[CH:15][C:7]=2[C:5]2[CH:4]=[N:3][N:2]([CH3:1])[CH:6]=2)=[N:33][C:31]=1[O:41][CH3:42], predict the reactants needed to synthesize it. The reactants are: [CH3:1][N:2]1[CH:6]=[C:5]([C:7]2[CH:15]=[CH:14][C:13]([C:16]3[CH:17]=[N:18][CH:19]=[C:20]([CH3:22])[CH:21]=3)=[CH:12][C:8]=2[C:9]([OH:11])=O)[CH:4]=[N:3]1.C(Cl)C[Cl:25].[CH:27]1[CH:28]=[CH:29][C:30]2[N:35](O)N=[N:33][C:31]=2[CH:32]=1.CN1C[CH2:42][O:41]CC1.CN([CH:47]=[O:48])C.